From a dataset of Catalyst prediction with 721,799 reactions and 888 catalyst types from USPTO. Predict which catalyst facilitates the given reaction. (1) Reactant: S(=O)(=O)(O)O.[NH2:6][C@@H:7]([CH2:10][CH:11]1[CH2:16][CH2:15][CH2:14][CH2:13][CH2:12]1)CO. Product: [CH:11]1([C@H:10]2[CH2:7][NH:6]2)[CH2:16][CH2:15][CH2:14][CH2:13][CH2:12]1. The catalyst class is: 6. (2) Reactant: [Br:1][C:2]1[CH:10]=[C:9]([Cl:11])[CH:8]=[C:7]2[C:3]=1[CH:4]=[N:5][NH:6]2.[F:12][C:13]1[CH:14]=[C:15](B(O)O)[CH:16]=[CH:17][C:18]=1[O:19][CH2:20][C:21]1[CH:26]=[CH:25][CH:24]=[CH:23][CH:22]=1.N1C=CC=CC=1. Product: [Br:1][C:2]1[CH:10]=[C:9]([Cl:11])[CH:8]=[C:7]2[C:3]=1[CH:4]=[N:5][N:6]2[C:15]1[CH:16]=[CH:17][C:18]([O:19][CH2:20][C:21]2[CH:22]=[CH:23][CH:24]=[CH:25][CH:26]=2)=[C:13]([F:12])[CH:14]=1. The catalyst class is: 302. (3) The catalyst class is: 37. Reactant: [NH2:1][C@H:2]([C:4]1[N:5]([C:16]2[CH:21]=[CH:20][CH:19]=[CH:18][CH:17]=2)[C:6](=[O:15])[C:7]2[C:12]([CH:13]=1)=[CH:11][CH:10]=[CH:9][C:8]=2Cl)[CH3:3].[CH3:22][O:23][C:24]1[CH:29]=[CH:28][C:27]([CH2:30][NH2:31])=[CH:26][CH:25]=1.C(N(C(C)C)CC)(C)C. Product: [NH2:1][C@H:2]([C:4]1[N:5]([C:16]2[CH:21]=[CH:20][CH:19]=[CH:18][CH:17]=2)[C:6](=[O:15])[C:7]2[C:12]([CH:13]=1)=[CH:11][CH:10]=[CH:9][C:8]=2[NH:31][CH2:30][C:27]1[CH:28]=[CH:29][C:24]([O:23][CH3:22])=[CH:25][CH:26]=1)[CH3:3]. (4) Reactant: [C:1](=[O:20])([O:12][CH2:13][C:14]1[CH:19]=[CH:18][N:17]=[CH:16][CH:15]=1)OC1C=CC([N+]([O-])=O)=CC=1.C[C@:22]1([CH:29]=[CH:28][CH:27]=[CH:26][CH2:25]1)[CH2:23][NH2:24].[ClH:30].[CH3:31]COCC. Product: [ClH:30].[C:22]1([C@@H:23]([NH:24][C:1](=[O:20])[O:12][CH2:13][C:14]2[CH:15]=[CH:16][N:17]=[CH:18][CH:19]=2)[CH3:31])[CH:25]=[CH:26][CH:27]=[CH:28][CH:29]=1. The catalyst class is: 241.